This data is from Full USPTO retrosynthesis dataset with 1.9M reactions from patents (1976-2016). The task is: Predict the reactants needed to synthesize the given product. (1) The reactants are: [CH2:1]([N:3]([CH2:28][CH2:29]O)[C:4]1[CH:9]=[CH:8][C:7]([N:10]2[C:19](=[O:20])[C:18]3[CH:21]=[CH:22][C:23]([N+:24]([O-:26])=[O:25])=[C:16]4[C:17]=3[C:12](=[CH:13][CH:14]=[CH:15]4)[C:11]2=[O:27])=[CH:6][CH:5]=1)[CH3:2].P(Br)(Br)[Br:32]. Given the product [Br:32][CH2:29][CH2:28][N:3]([CH2:1][CH3:2])[C:4]1[CH:9]=[CH:8][C:7]([N:10]2[C:19](=[O:20])[C:18]3[CH:21]=[CH:22][C:23]([N+:24]([O-:26])=[O:25])=[C:16]4[C:17]=3[C:12](=[CH:13][CH:14]=[CH:15]4)[C:11]2=[O:27])=[CH:6][CH:5]=1, predict the reactants needed to synthesize it. (2) Given the product [CH3:15][C:7]12[CH2:13][NH:14][C:5]3=[C:6]1[C:11](=[C:2]([C:17]#[N:18])[CH:3]=[CH:4]3)[NH:10][C:9](=[O:12])[CH2:8]2, predict the reactants needed to synthesize it. The reactants are: Br[C:2]1[C:11]2[NH:10][C:9](=[O:12])[CH2:8][C:7]3([CH3:15])[CH2:13][NH:14][C:5]([C:6]=23)=[CH:4][CH:3]=1.[Cu][C:17]#[N:18]. (3) Given the product [CH3:28][C:18]1[CH:23]=[CH:22][C:21]([S:24]([O:11][C@H:4]([CH2:5][CH2:6][CH2:7][CH2:8][CH:9]=[CH2:10])[CH2:3][O:2][CH3:1])(=[O:26])=[O:25])=[CH:20][CH:19]=1, predict the reactants needed to synthesize it. The reactants are: [CH3:1][O:2][CH2:3][C@H:4]([OH:11])[CH2:5][CH2:6][CH2:7][CH2:8][CH:9]=[CH2:10].N1C=CC=CC=1.[C:18]1([CH3:28])[CH:23]=[CH:22][C:21]([S:24](Cl)(=[O:26])=[O:25])=[CH:20][CH:19]=1. (4) Given the product [C:13]([O:12][C:11]([N:10]([CH2:18][CH2:19][C:20]1[CH:21]=[CH:22][C:23]([C:26]2[CH:27]=[CH:28][C:29]([O:32][CH2:41][C:42]([O:44][C:45]([CH3:48])([CH3:47])[CH3:46])=[O:43])=[CH:30][CH:31]=2)=[CH:24][CH:25]=1)[CH2:9][C@@H:8]([C:4]1[CH:5]=[CH:6][CH:7]=[C:2]([Cl:1])[CH:3]=1)[OH:33])=[O:17])([CH3:14])([CH3:15])[CH3:16], predict the reactants needed to synthesize it. The reactants are: [Cl:1][C:2]1[CH:3]=[C:4]([C@@H:8]([OH:33])[CH2:9][N:10]([CH2:18][CH2:19][C:20]2[CH:25]=[CH:24][C:23]([C:26]3[CH:31]=[CH:30][C:29]([OH:32])=[CH:28][CH:27]=3)=[CH:22][CH:21]=2)[C:11](=[O:17])[O:12][C:13]([CH3:16])([CH3:15])[CH3:14])[CH:5]=[CH:6][CH:7]=1.C(=O)([O-])[O-].[K+].[K+].Br[CH2:41][C:42]([O:44][C:45]([CH3:48])([CH3:47])[CH3:46])=[O:43]. (5) Given the product [CH:24]1([NH:30][C:21]([C:4]2[CH:3]=[C:2]([Br:1])[C:7]3[N:8]([CH3:20])[C:9]([NH:11][C:12]4[C:13]([Cl:19])=[CH:14][CH:15]=[CH:16][C:17]=4[Cl:18])=[N:10][C:6]=3[CH:5]=2)=[O:23])[CH2:29][CH2:28][CH2:27][CH2:26][CH2:25]1, predict the reactants needed to synthesize it. The reactants are: [Br:1][C:2]1[C:7]2[N:8]([CH3:20])[C:9]([NH:11][C:12]3[C:17]([Cl:18])=[CH:16][CH:15]=[CH:14][C:13]=3[Cl:19])=[N:10][C:6]=2[CH:5]=[C:4]([C:21]([OH:23])=O)[CH:3]=1.[CH:24]1([NH2:30])[CH2:29][CH2:28][CH2:27][CH2:26][CH2:25]1.CN(C(ON1N=NC2C=CC=CC1=2)=[N+](C)C)C.[B-](F)(F)(F)F. (6) The reactants are: [OH:1][C:2]1[CH:7]=[CH:6][C:5]([CH2:8][CH2:9][NH:10][C:11]2[N:16]=[C:15]([C:17]3[CH:18]=[C:19]([CH:22]=[CH:23][CH:24]=3)[CH:20]=O)[CH:14]=[CH:13][N:12]=2)=[CH:4][CH:3]=1.[CH3:25][N:26]1[CH2:31][CH2:30][NH:29][CH2:28][CH2:27]1. Given the product [CH3:25][N:26]1[CH2:31][CH2:30][N:29]([CH2:20][C:19]2[CH:18]=[C:17]([C:15]3[CH:14]=[CH:13][N:12]=[C:11]([NH:10][CH2:9][CH2:8][C:5]4[CH:6]=[CH:7][C:2]([OH:1])=[CH:3][CH:4]=4)[N:16]=3)[CH:24]=[CH:23][CH:22]=2)[CH2:28][CH2:27]1, predict the reactants needed to synthesize it.